This data is from Reaction yield outcomes from USPTO patents with 853,638 reactions. The task is: Predict the reaction yield, written as a fraction of the theoretical maximum amount of product (1.0 means a 100% yield; for example, 0.34 means a 34% yield). (1) The yield is 0.680. The catalyst is C(Cl)Cl.C(OCC)(=O)C. The reactants are [CH3:1][CH2:2][CH2:3][CH2:4][CH2:5][C@H:6]([OH:25])/[CH:7]=[CH:8]/[C@@H:9]1[C@@H:13]([CH2:14]/[CH:15]=[CH:16]\[CH2:17][CH2:18][CH2:19][C:20]([OH:22])=O)[C@@H:12]([OH:23])[CH2:11][C@H:10]1[OH:24].C(N(CC)CC)C.C(OC(Cl)=O)C.[CH:39]1[C:44]([OH:45])=[CH:43][C:42]2[C:46]([CH2:49][CH2:50][NH2:51])=[CH:47][NH:48][C:41]=2[CH:40]=1.Cl. The product is [OH:45][C:44]1[CH:43]=[C:42]2[C:41](=[CH:40][CH:39]=1)[NH:48][CH:47]=[C:46]2[CH2:49][CH2:50][NH:51][C:20](=[O:22])[CH2:19][CH2:18][CH2:17]/[CH:16]=[CH:15]\[CH2:14][C@H:13]1[C@@H:12]([OH:23])[CH2:11][C@@H:10]([OH:24])[C@@H:9]1/[CH:8]=[CH:7]/[C@@H:6]([OH:25])[CH2:5][CH2:4][CH2:3][CH2:2][CH3:1]. (2) The reactants are [CH2:1]([O:8][C:9](=[O:38])[C@@H:10]1[CH2:14][CH2:13][CH2:12][N:11]1[C:15](=[O:37])[CH2:16][CH2:17][C:18](=[O:36])[C@@H:19]([NH:27][C:28](=[O:35])[C:29]1[CH:34]=[CH:33][CH:32]=[CH:31][CH:30]=1)[CH2:20][C:21]1[CH:26]=[CH:25][CH:24]=[CH:23][CH:22]=1)C1C=CC=CC=1.C(N[C@@H](CC1C=CC=CC=1)C(=O)CCC(O)=O)(=O)C1C=CC=CC=1.COC(=O)[C@H](CC1[C:77]2[C:72](=[CH:73][CH:74]=[CH:75][CH:76]=2)[NH:71]C=1)N.O.ON1C2C=CC=CC=2N=N1.Cl.C(N=C=NCCCN(C)C)C.CCN(C(C)C)C(C)C. The catalyst is CN(C=O)C.C(Cl)Cl. The product is [CH3:1][O:8][C:9](=[O:38])[C@H:10]([CH2:14][C:13]1[C:77]2[C:72](=[CH:73][CH:74]=[CH:75][CH:76]=2)[NH:71][CH:12]=1)[NH:11][C:15](=[O:37])[CH2:16][CH2:17][C:18](=[O:36])[C@@H:19]([NH:27][C:28](=[O:35])[C:29]1[CH:34]=[CH:33][CH:32]=[CH:31][CH:30]=1)[CH2:20][C:21]1[CH:26]=[CH:25][CH:24]=[CH:23][CH:22]=1. The yield is 0.900. (3) The reactants are [C:1]([C:3]1[CH:8]=[CH:7][CH:6]=[C:5]([C:9]2[O:13][C:12]([C:14](=[O:31])[CH2:15][CH2:16][C:17]3[CH:22]=[CH:21][C:20]([CH2:23][O:24][C:25]4[CH:30]=[CH:29][CH:28]=[CH:27][CH:26]=4)=[CH:19][CH:18]=3)=[N:11][CH:10]=2)[N:4]=1)#[N:2].[N-:32]=[N+:33]=[N-:34].[Na+]. The catalyst is CC(O)C.O.[Br-].[Zn+2].[Br-]. The product is [NH:32]1[C:1]([C:3]2[N:4]=[C:5]([C:9]3[O:13][C:12]([C:14](=[O:31])[CH2:15][CH2:16][C:17]4[CH:22]=[CH:21][C:20]([CH2:23][O:24][C:25]5[CH:26]=[CH:27][CH:28]=[CH:29][CH:30]=5)=[CH:19][CH:18]=4)=[N:11][CH:10]=3)[CH:6]=[CH:7][CH:8]=2)=[N:2][N:34]=[N:33]1. The yield is 0.550.